From a dataset of Forward reaction prediction with 1.9M reactions from USPTO patents (1976-2016). Predict the product of the given reaction. (1) Given the reactants [N:1]1([C:7]([NH:9][NH2:10])=[O:8])[CH2:6][CH2:5][O:4][CH2:3][CH2:2]1.[O:11]=[C:12]1[C:20](=O)[C:19]2[C:14](=[CH:15][CH:16]=[C:17]([S:22][CH2:23][CH2:24][CH2:25][C:26]3[CH:34]=[CH:33][C:29]([C:30]([OH:32])=[O:31])=[CH:28][CH:27]=3)[CH:18]=2)[N:13]1[CH2:35][CH2:36][CH2:37][CH2:38][CH3:39], predict the reaction product. The product is: [N:1]1([C:7]([NH:9][N:10]=[C:20]2[C:19]3[C:14](=[CH:15][CH:16]=[C:17]([S:22][CH2:23][CH2:24][CH2:25][C:26]4[CH:27]=[CH:28][C:29]([C:30]([OH:32])=[O:31])=[CH:33][CH:34]=4)[CH:18]=3)[N:13]([CH2:35][CH2:36][CH2:37][CH2:38][CH3:39])[C:12]2=[O:11])=[O:8])[CH2:6][CH2:5][O:4][CH2:3][CH2:2]1. (2) The product is: [C:1]1([C:7]2[C:12]3[CH2:13][CH:14]([CH2:16][NH:17][C:28](=[O:29])[O:30][CH2:31][C:32]4[CH:37]=[CH:36][CH:35]=[CH:34][CH:33]=4)[O:15][C:11]=3[CH:10]=[CH:9][CH:8]=2)[CH:2]=[CH:3][CH:4]=[CH:5][CH:6]=1. Given the reactants [C:1]1([C:7]2[C:12]3[CH2:13][CH:14]([CH2:16][NH2:17])[O:15][C:11]=3[CH:10]=[CH:9][CH:8]=2)[CH:6]=[CH:5][CH:4]=[CH:3][CH:2]=1.C(N(C(C)C)CC)(C)C.Cl[C:28]([O:30][CH2:31][C:32]1[CH:37]=[CH:36][CH:35]=[CH:34][CH:33]=1)=[O:29].C1(C2C3OC(CNC(=O)OCC4C=CC=CC=4)CC=3C=CC=2)CCCC1, predict the reaction product.